Dataset: Peptide-MHC class II binding affinity with 134,281 pairs from IEDB. Task: Regression. Given a peptide amino acid sequence and an MHC pseudo amino acid sequence, predict their binding affinity value. This is MHC class II binding data. (1) The peptide sequence is RRHGVRIRVRSGGHD. The MHC is DRB4_0101 with pseudo-sequence DRB4_0103. The binding affinity (normalized) is 0.460. (2) The peptide sequence is KALWIIFSQNMNIKL. The MHC is DRB1_0404 with pseudo-sequence DRB1_0404. The binding affinity (normalized) is 0.445.